This data is from Forward reaction prediction with 1.9M reactions from USPTO patents (1976-2016). The task is: Predict the product of the given reaction. (1) Given the reactants [CH:1]([C:3]1[CH:8]=[CH:7][C:6]([C:9]#[C:10][C:11]2[CH:36]=[CH:35][C:14]([C:15]([N:17]([CH3:34])[C@:18]([CH3:33])([C:23]([NH:25][O:26][CH:27]3[CH2:32][CH2:31][CH2:30][CH2:29][O:28]3)=[O:24])[C:19]([NH:21][CH3:22])=[O:20])=[O:16])=[CH:13][CH:12]=2)=[CH:5][CH:4]=1)=O.Cl.[CH3:38][O:39][CH2:40][CH2:41][O:42][CH:43]1[CH2:46][NH:45][CH2:44]1, predict the reaction product. The product is: [CH3:38][O:39][CH2:40][CH2:41][O:42][CH:43]1[CH2:46][N:45]([CH2:1][C:3]2[CH:4]=[CH:5][C:6]([C:9]#[C:10][C:11]3[CH:12]=[CH:13][C:14]([C:15]([N:17]([CH3:34])[C@:18]([CH3:33])([C:23]([NH:25][O:26][CH:27]4[CH2:32][CH2:31][CH2:30][CH2:29][O:28]4)=[O:24])[C:19]([NH:21][CH3:22])=[O:20])=[O:16])=[CH:35][CH:36]=3)=[CH:7][CH:8]=2)[CH2:44]1. (2) Given the reactants N1C2C=CC=C[C:4]=2N=N1.[N:10]1([C@H:16]2[CH2:19][C@H:18]([O:20][C:21]3[CH:26]=[CH:25][C:24]([C:27]4[S:28][C:29]5[CH2:30][NH:31][CH2:32][CH2:33][C:34]=5[N:35]=4)=[CH:23][CH:22]=3)[CH2:17]2)[CH2:15][CH2:14][CH2:13][CH2:12][CH2:11]1.C=O.[CH2:38]([O:40][P:41]([O:45]CC)[O:42][CH2:43][CH3:44])[CH3:39], predict the reaction product. The product is: [N:10]1([C@H:16]2[CH2:17][C@H:18]([O:20][C:21]3[CH:22]=[CH:23][C:24]([C:27]4[S:28][C:29]5[CH2:30][N:31]([CH2:4][P:41](=[O:45])([O:42][CH2:43][CH3:44])[O:40][CH2:38][CH3:39])[CH2:32][CH2:33][C:34]=5[N:35]=4)=[CH:25][CH:26]=3)[CH2:19]2)[CH2:15][CH2:14][CH2:13][CH2:12][CH2:11]1. (3) Given the reactants [CH3:1][O:2][C:3](=[O:29])[CH2:4][C:5]1[CH:14]=[C:13]([C:15](=[O:27])[C:16]2[CH:21]=[CH:20][C:19]([S:22](=[O:26])(=[O:25])[NH:23][CH3:24])=[CH:18][CH:17]=2)[C:12]2[C:7](=[CH:8][CH:9]=[C:10]([F:28])[CH:11]=2)[CH:6]=1.[H][H].COC(=O)CC1C=C(CC2C=CC(S(=O)(=O)NC)=CC=2)C2C(=CC=C(F)C=2)C=1, predict the reaction product. The product is: [CH3:1][O:2][C:3](=[O:29])[CH2:4][C:5]1[CH:14]=[C:13]([CH:15]([OH:27])[C:16]2[CH:17]=[CH:18][C:19]([S:22](=[O:26])(=[O:25])[NH:23][CH3:24])=[CH:20][CH:21]=2)[C:12]2[C:7](=[CH:8][CH:9]=[C:10]([F:28])[CH:11]=2)[CH:6]=1. (4) Given the reactants [Cl:1][C:2]1[CH:10]=[C:9]2[C:5]([C:6]([CH2:14][CH2:15][CH2:16][O:17][C:18]3[CH:23]=[C:22]([CH3:24])[C:21]([Cl:25])=[C:20]([CH3:26])[CH:19]=3)=[C:7]([C:11]([OH:13])=O)[NH:8]2)=[CH:4][CH:3]=1.[C:27]1([S:33]([NH2:36])(=[O:35])=[O:34])[CH:32]=[CH:31][CH:30]=[CH:29][CH:28]=1, predict the reaction product. The product is: [Cl:1][C:2]1[CH:10]=[C:9]2[C:5]([C:6]([CH2:14][CH2:15][CH2:16][O:17][C:18]3[CH:19]=[C:20]([CH3:26])[C:21]([Cl:25])=[C:22]([CH3:24])[CH:23]=3)=[C:7]([C:11]([NH:36][S:33]([C:27]3[CH:32]=[CH:31][CH:30]=[CH:29][CH:28]=3)(=[O:35])=[O:34])=[O:13])[NH:8]2)=[CH:4][CH:3]=1. (5) Given the reactants [Br:1][C:2]1[CH:13]=[N:12][C:5]2=[N:6][C:7](Cl)=[C:8]([Cl:10])[N:9]=[C:4]2[CH:3]=1.[NH2:14][CH2:15][CH:16]1[CH2:19][N:18]([C:20]([O:22][C:23]([CH3:26])([CH3:25])[CH3:24])=[O:21])[CH2:17]1, predict the reaction product. The product is: [Br:1][C:2]1[CH:13]=[N:12][C:5]2=[N:6][C:7]([NH:14][CH2:15][CH:16]3[CH2:19][N:18]([C:20]([O:22][C:23]([CH3:26])([CH3:25])[CH3:24])=[O:21])[CH2:17]3)=[C:8]([Cl:10])[N:9]=[C:4]2[CH:3]=1. (6) Given the reactants [I:1][C:2]1[CH:3]=[CH:4][C:5]([O:9][CH:10]([CH3:12])[CH3:11])=[C:6]([OH:8])[CH:7]=1.CN(C=O)C.[CH2:18](I)[CH3:19], predict the reaction product. The product is: [CH2:18]([O:8][C:6]1[CH:7]=[C:2]([I:1])[CH:3]=[CH:4][C:5]=1[O:9][CH:10]([CH3:12])[CH3:11])[CH3:19].